The task is: Predict the reactants needed to synthesize the given product.. This data is from Full USPTO retrosynthesis dataset with 1.9M reactions from patents (1976-2016). Given the product [CH2:13]([N:7]1[C:8]2[C:4](=[CH:3][C:2]([Br:1])=[CH:10][CH:9]=2)[CH:5]=[N:6]1)[CH:12]=[CH2:11], predict the reactants needed to synthesize it. The reactants are: [Br:1][C:2]1[CH:3]=[C:4]2[C:8](=[CH:9][CH:10]=1)[NH:7][N:6]=[CH:5]2.[CH2:11](Br)[CH:12]=[CH2:13].C(=O)([O-])[O-].[K+].[K+].